Dataset: Forward reaction prediction with 1.9M reactions from USPTO patents (1976-2016). Task: Predict the product of the given reaction. (1) Given the reactants [NH2:1][C:2]1[CH:26]=[CH:25][C:5]([O:6][C:7]2[CH:12]=[CH:11][N:10]=[C:9]([NH:13][C:14](=[O:24])[N:15]([CH3:23])[CH:16]3[CH2:21][CH2:20][N:19]([CH3:22])[CH2:18][CH2:17]3)[CH:8]=2)=[C:4]([F:27])[CH:3]=1.[C:28]1([CH2:34][C:35]([N:37]=[C:38]=[O:39])=[O:36])[CH:33]=[CH:32][CH:31]=[CH:30][CH:29]=1.C(OCC)C.CCCCCC, predict the reaction product. The product is: [F:27][C:4]1[CH:3]=[C:2]([NH:1][C:38]([NH:37][C:35](=[O:36])[CH2:34][C:28]2[CH:29]=[CH:30][CH:31]=[CH:32][CH:33]=2)=[O:39])[CH:26]=[CH:25][C:5]=1[O:6][C:7]1[CH:12]=[CH:11][N:10]=[C:9]([NH:13][C:14](=[O:24])[N:15]([CH3:23])[CH:16]2[CH2:17][CH2:18][N:19]([CH3:22])[CH2:20][CH2:21]2)[CH:8]=1. (2) Given the reactants [CH2:1]([Sn](CCCC)(CCCC)CCCC)[C:2]1[CH:7]=[CH:6][CH:5]=[CH:4][CH:3]=1.Br[C:22]1[CH:31]=[CH:30][C:29]2[NH:28][C:27](=[O:32])[N:26]3[C:33](=[O:43])[N:34]([C:36]4[CH:41]=[CH:40][C:39]([CH3:42])=[CH:38][CH:37]=4)[N:35]=[C:25]3[C:24]=2[CH:23]=1, predict the reaction product. The product is: [CH2:1]([C:22]1[CH:31]=[CH:30][C:29]2[NH:28][C:27](=[O:32])[N:26]3[C:33](=[O:43])[N:34]([C:36]4[CH:41]=[CH:40][C:39]([CH3:42])=[CH:38][CH:37]=4)[N:35]=[C:25]3[C:24]=2[CH:23]=1)[C:2]1[CH:7]=[CH:6][CH:5]=[CH:4][CH:3]=1. (3) Given the reactants C(OC([N:8]1[CH2:13][CH2:12][CH:11]([CH:14]2[CH2:18][C:17]3[CH:19]=[C:20](Br)[CH:21]=[CH:22][C:16]=3[O:15]2)[CH2:10][CH2:9]1)=O)(C)(C)C.[CH3:24][O:25][C:26]([C:28]1[CH:33]=[CH:32][C:31](B(O)O)=[CH:30][CH:29]=1)=[O:27].C([O-])([O-])=O.[Na+].[Na+], predict the reaction product. The product is: [CH3:24][O:25][C:26](=[O:27])[C:28]1[CH:33]=[CH:32][C:31]([C:20]2[CH:21]=[CH:22][C:16]3[O:15][CH:14]([CH:11]4[CH2:10][CH2:9][NH:8][CH2:13][CH2:12]4)[CH2:18][C:17]=3[CH:19]=2)=[CH:30][CH:29]=1. (4) The product is: [Cl:56][C:52]1[CH:51]=[C:50]([C:48]2[CH:47]=[CH:46][N:45]=[C:44]([NH:57][CH:58]([CH3:62])[CH2:59][O:60][CH3:61])[CH:49]=2)[CH:55]=[CH:54][N:53]=1. Given the reactants CC1(C)C2C(=C(P(C3C=CC=CC=3)C3C=CC=CC=3)C=CC=2)OC2C(P(C3C=CC=CC=3)C3C=CC=CC=3)=CC=CC1=2.Cl[C:44]1[CH:49]=[C:48]([C:50]2[CH:55]=[CH:54][N:53]=[C:52]([Cl:56])[CH:51]=2)[CH:47]=[CH:46][N:45]=1.[NH2:57][CH:58]([CH3:62])[CH2:59][O:60][CH3:61].CC(C)([O-])C.[Na+], predict the reaction product. (5) Given the reactants [C:1]([N:9]1[CH2:14][CH2:13][N:12]([CH2:15][C:16]([O:18]CC)=O)[CH2:11][CH2:10]1)(=[O:8])[C:2]1[CH:7]=[CH:6][CH:5]=[CH:4][CH:3]=1.[NH2:21][NH2:22], predict the reaction product. The product is: [C:1]([N:9]1[CH2:10][CH2:11][N:12]([CH2:15][C:16]([NH:21][NH2:22])=[O:18])[CH2:13][CH2:14]1)(=[O:8])[C:2]1[CH:3]=[CH:4][CH:5]=[CH:6][CH:7]=1.